Dataset: Peptide-MHC class II binding affinity with 134,281 pairs from IEDB. Task: Regression. Given a peptide amino acid sequence and an MHC pseudo amino acid sequence, predict their binding affinity value. This is MHC class II binding data. The peptide sequence is KFTVFEAAFNKAIKE. The MHC is DRB1_1201 with pseudo-sequence DRB1_1201. The binding affinity (normalized) is 0.257.